From a dataset of Peptide-MHC class I binding affinity with 185,985 pairs from IEDB/IMGT. Regression. Given a peptide amino acid sequence and an MHC pseudo amino acid sequence, predict their binding affinity value. This is MHC class I binding data. (1) The peptide sequence is YLIPAVTSL. The MHC is BoLA-T2C with pseudo-sequence BoLA-T2C. The binding affinity (normalized) is 0.872. (2) The peptide sequence is STFAASGPF. The MHC is HLA-A02:03 with pseudo-sequence HLA-A02:03. The binding affinity (normalized) is 0.0847. (3) The peptide sequence is FMRERQLPQ. The MHC is HLA-A23:01 with pseudo-sequence HLA-A23:01. The binding affinity (normalized) is 0.213. (4) The peptide sequence is SVSGTFVAEF. The MHC is HLA-A01:01 with pseudo-sequence HLA-A01:01. The binding affinity (normalized) is 0.00933. (5) The peptide sequence is NPIVLHNGM. The MHC is HLA-B53:01 with pseudo-sequence HLA-B53:01. The binding affinity (normalized) is 0.144. (6) The binding affinity (normalized) is 0.409. The peptide sequence is LPQANRDTL. The MHC is HLA-B07:02 with pseudo-sequence HLA-B07:02.